Dataset: Forward reaction prediction with 1.9M reactions from USPTO patents (1976-2016). Task: Predict the product of the given reaction. (1) The product is: [CH2:12]([S:19][CH2:20][CH2:21][CH2:22][CH2:23][C:24]([C:10]1[O:11][C:7]([C:2]2[CH:3]=[CH:4][CH:5]=[CH:6][N:1]=2)=[CH:8][N:9]=1)=[O:25])[C:13]1[CH:18]=[CH:17][CH:16]=[CH:15][CH:14]=1. Given the reactants [N:1]1[CH:6]=[CH:5][CH:4]=[CH:3][C:2]=1[C:7]1[O:11][CH:10]=[N:9][CH:8]=1.[CH2:12]([S:19][CH2:20][CH2:21][CH2:22][CH2:23][C:24](O)=[O:25])[C:13]1[CH:18]=[CH:17][CH:16]=[CH:15][CH:14]=1, predict the reaction product. (2) Given the reactants [CH3:1][O:2][C:3]([C:5]1([C:9]2[CH:14]=[CH:13][C:12]([NH:15][C:16]3[C:21]4[CH2:22][CH2:23][CH2:24][C:20]=4[N:19]=[C:18](Cl)[N:17]=3)=[CH:11][CH:10]=2)[CH2:8][CH2:7][CH2:6]1)=[O:4].[N:26]1([S:31]([C:34]2[CH:39]=[CH:38][C:37]([NH2:40])=[CH:36][CH:35]=2)(=[O:33])=[O:32])[CH2:30][CH2:29][CH2:28][CH2:27]1, predict the reaction product. The product is: [CH3:1][O:2][C:3]([C:5]1([C:9]2[CH:14]=[CH:13][C:12]([NH:15][C:16]3[C:21]4[CH2:22][CH2:23][CH2:24][C:20]=4[N:19]=[C:18]([NH:40][C:37]4[CH:38]=[CH:39][C:34]([S:31]([N:26]5[CH2:30][CH2:29][CH2:28][CH2:27]5)(=[O:33])=[O:32])=[CH:35][CH:36]=4)[N:17]=3)=[CH:11][CH:10]=2)[CH2:8][CH2:7][CH2:6]1)=[O:4]. (3) Given the reactants Cl.O.[NH:3]1[CH2:8][CH2:7][C:6](=[O:9])[CH2:5][CH2:4]1.C(=O)(O)[O-].[Na+].[C:15](O[C:15]([O:17][C:18]([CH3:21])([CH3:20])[CH3:19])=[O:16])([O:17][C:18]([CH3:21])([CH3:20])[CH3:19])=[O:16], predict the reaction product. The product is: [C:18]([O:17][C:15]([N:3]1[CH2:8][CH2:7][C:6](=[O:9])[CH2:5][CH2:4]1)=[O:16])([CH3:21])([CH3:20])[CH3:19]. (4) The product is: [CH2:10]([C:4]([CH2:1][CH2:2][CH3:3])([CH2:5][O:6][Si:14]([CH3:16])([CH3:15])[CH3:13])[CH2:7][O:8][CH3:9])[CH2:11][CH3:12]. Given the reactants [CH2:1]([C:4]([CH2:10][CH2:11][CH3:12])([CH2:7][O:8][CH3:9])[CH2:5][OH:6])[CH2:2][CH3:3].[CH3:13][Si:14](Cl)([CH3:16])[CH3:15], predict the reaction product.